Dataset: Full USPTO retrosynthesis dataset with 1.9M reactions from patents (1976-2016). Task: Predict the reactants needed to synthesize the given product. (1) Given the product [Cl:32][C:29]1[CH:28]=[CH:27][C:26]([C:23]2[CH:24]=[CH:25][C:20]([C:19]#[C:18][C:12]3[CH:13]=[C:14]4[C:9](=[CH:10][CH:11]=3)[N:8]=[C:7]([N:1]3[CH2:5][CH2:4][CH2:3][CH2:2]3)[CH:16]=[C:15]4[CH3:17])=[N:21][CH:22]=2)=[CH:31][CH:30]=1, predict the reactants needed to synthesize it. The reactants are: [NH:1]1[CH2:5][CH2:4][CH2:3][CH2:2]1.Cl[C:7]1[CH:16]=[C:15]([CH3:17])[C:14]2[C:9](=[CH:10][CH:11]=[C:12]([C:18]#[C:19][C:20]3[CH:25]=[CH:24][C:23]([C:26]4[CH:31]=[CH:30][C:29]([Cl:32])=[CH:28][CH:27]=4)=[CH:22][N:21]=3)[CH:13]=2)[N:8]=1. (2) Given the product [CH:1]1([C:7]2[C:15]3[C:10](=[CH:11][CH:12]=[C:13]([N+:16]([O-:18])=[O:17])[CH:14]=3)[N:9]([CH3:19])[CH:8]=2)[CH2:2][CH2:3][CH2:4][CH2:5][CH2:6]1, predict the reactants needed to synthesize it. The reactants are: [CH:1]1([C:7]2[C:15]3[C:10](=[CH:11][CH:12]=[C:13]([N+:16]([O-:18])=[O:17])[CH:14]=3)[NH:9][CH:8]=2)[CH2:6][CH2:5][CH2:4][CH2:3][CH2:2]1.[CH3:19]C(C)([O-])C.[K+].CI.O. (3) Given the product [CH3:11][O:12][CH2:13][CH2:14][N:15]1[C:24]([C:25]2[S:26][CH:27]=[CH:28][CH:29]=2)=[C:23]([CH:4]=[O:5])[C:22]2[C:17](=[CH:18][CH:19]=[CH:20][CH:21]=2)[C:16]1=[O:30], predict the reactants needed to synthesize it. The reactants are: CN([CH:4]=[O:5])C.O=P(Cl)(Cl)Cl.[CH3:11][O:12][CH2:13][CH2:14][N:15]1[C:24]([C:25]2[S:26][CH:27]=[CH:28][CH:29]=2)=[CH:23][C:22]2[C:17](=[CH:18][CH:19]=[CH:20][CH:21]=2)[C:16]1=[O:30]. (4) Given the product [Cl:30][C:21]1[C:22]([O:28][CH3:29])=[CH:23][C:24]([O:26][CH3:27])=[CH:25][C:20]=1[C:10]1[C:9](=[O:31])[N:8]([CH2:7][CH2:6][C:5]2[CH:32]=[CH:33][C:2]([NH:1][C:39](=[O:40])/[CH:38]=[CH:37]/[CH2:36][N:35]([CH3:42])[CH3:34])=[CH:3][CH:4]=2)[C:13]2[N:14]=[C:15]([NH:18][CH3:19])[N:16]=[CH:17][C:12]=2[CH:11]=1, predict the reactants needed to synthesize it. The reactants are: [NH2:1][C:2]1[CH:33]=[CH:32][C:5]([CH2:6][CH2:7][N:8]2[C:13]3[N:14]=[C:15]([NH:18][CH3:19])[N:16]=[CH:17][C:12]=3[CH:11]=[C:10]([C:20]3[CH:25]=[C:24]([O:26][CH3:27])[CH:23]=[C:22]([O:28][CH3:29])[C:21]=3[Cl:30])[C:9]2=[O:31])=[CH:4][CH:3]=1.[CH3:34][N:35]([CH3:42])[CH2:36]/[CH:37]=[CH:38]/[C:39](Cl)=[O:40].